This data is from Reaction yield outcomes from USPTO patents with 853,638 reactions. The task is: Predict the reaction yield, written as a fraction of the theoretical maximum amount of product (1.0 means a 100% yield; for example, 0.34 means a 34% yield). (1) The reactants are [NH:1]1[CH2:8][CH2:7][CH2:6][C@@H:2]1[C:3]([OH:5])=[O:4].[C:9](Cl)(=[O:13])[C:10]([CH3:12])=[CH2:11]. The catalyst is [OH-].[Na+].CC(C)=O. The product is [C:9]([N:1]1[CH2:8][CH2:7][CH2:6][C@@H:2]1[C:3]([OH:5])=[O:4])(=[O:13])[C:10]([CH3:12])=[CH2:11]. The yield is 0.680. (2) The reactants are Br[C:2]1[CH:3]=[C:4]2[C:9](=[CH:10][CH:11]=1)[N:8]=[CH:7][NH:6][C:5]2=[O:12].[Cl:13][C:14]1[CH:19]=[CH:18][CH:17]=[C:16]([O:20][CH3:21])[C:15]=1B(O)O.C(=O)([O-])[O-].[K+].[K+].C1(P(C2C=CC=CC=2)C2C=CC=CC=2)C=CC=CC=1.C(=O)(O)[O-]. The catalyst is CN(C)C(=O)C.C(O)C.O.C1C=CC(/C=C/C(/C=C/C2C=CC=CC=2)=O)=CC=1.C1C=CC(/C=C/C(/C=C/C2C=CC=CC=2)=O)=CC=1.C1C=CC(/C=C/C(/C=C/C2C=CC=CC=2)=O)=CC=1.[Pd].[Pd].C(Cl)Cl. The product is [Cl:13][C:14]1[CH:19]=[CH:18][CH:17]=[C:16]([O:20][CH3:21])[C:15]=1[C:2]1[CH:3]=[C:4]2[C:9](=[CH:10][CH:11]=1)[N:8]=[CH:7][NH:6][C:5]2=[O:12]. The yield is 0.243. (3) The product is [CH2:1]([O:4][C:5]1[C:16]([O:17][CH3:18])=[C:15]([NH:19][C:20](=[O:36])[C:21]2[CH:26]=[CH:25][C:24]([NH2:27])=[C:23]([O:30][CH3:31])[C:22]=2[O:32][CH2:33][CH:34]=[CH2:35])[CH:14]=[CH:13][C:6]=1[C:7]([O:9][CH2:10][CH:11]=[CH2:12])=[O:8])[CH:2]=[CH2:3]. The reactants are [CH2:1]([O:4][C:5]1[C:16]([O:17][CH3:18])=[C:15]([NH:19][C:20](=[O:36])[C:21]2[CH:26]=[CH:25][C:24]([N+:27]([O-])=O)=[C:23]([O:30][CH3:31])[C:22]=2[O:32][CH2:33][CH:34]=[CH2:35])[CH:14]=[CH:13][C:6]=1[C:7]([O:9][CH2:10][CH:11]=[CH2:12])=[O:8])[CH:2]=[CH2:3].Cl[Sn]Cl. The yield is 0.790. The catalyst is CCO. (4) The reactants are [N:1]1([CH2:6][CH2:7][C:8]2[C:16]3[C:11](=[CH:12][CH:13]=[C:14]([NH:17][C:18]([C:20]4[S:21][CH:22]=[CH:23][CH:24]=4)=[NH:19])[CH:15]=3)[NH:10][CH:9]=2)[CH2:5][CH2:4][CH2:3][CH2:2]1.[ClH:25].CCOCC. The catalyst is CO. The product is [ClH:25].[ClH:25].[N:1]1([CH2:6][CH2:7][C:8]2[C:16]3[C:11](=[CH:12][CH:13]=[C:14]([NH:17][C:18]([C:20]4[S:21][CH:22]=[CH:23][CH:24]=4)=[NH:19])[CH:15]=3)[NH:10][CH:9]=2)[CH2:2][CH2:3][CH2:4][CH2:5]1. The yield is 0.870. (5) The reactants are [CH3:1][C:2]1[N:7]=[C:6]([CH2:8][C:9]([C:11]2[CH:16]=[CH:15][N:14]=[C:13]([C:17]3[CH:22]=[CH:21][C:20]([CH:23]=O)=[CH:19][CH:18]=3)[CH:12]=2)=[O:10])[CH:5]=[CH:4][CH:3]=1.[CH3:25][NH:26][CH3:27]. No catalyst specified. The product is [CH3:1][C:2]1[N:7]=[C:6]([CH2:8][C:9]([C:11]2[CH:16]=[CH:15][N:14]=[C:13]([C:17]3[CH:22]=[CH:21][C:20]([CH2:23][N:26]([CH3:27])[CH3:25])=[CH:19][CH:18]=3)[CH:12]=2)=[O:10])[CH:5]=[CH:4][CH:3]=1. The yield is 0.523. (6) The reactants are [CH3:1][C:2]([CH3:10])=[CH:3][C:4]1[CH:9]=[CH:8][CH:7]=[CH:6][CH:5]=1.[C:11](#[N:14])[CH2:12][CH3:13].[OH-:15].[Na+]. The catalyst is O. The product is [CH3:1][C:2]([NH:14][C:11](=[O:15])[CH2:12][CH3:13])([CH3:10])[CH2:3][C:4]1[CH:9]=[CH:8][CH:7]=[CH:6][CH:5]=1. The yield is 0.400. (7) The reactants are F[P-](F)(F)(F)(F)F.N1(O[P+](N(C)C)(N(C)C)N(C)C)C2C=CC=CC=2N=N1.[CH3:28][CH:29]1[CH2:33][CH2:32][CH2:31][N:30]1[CH2:34][CH2:35][CH2:36][O:37][C:38]1[CH:43]=[CH:42][C:41]([C:44]2[S:45][C:46]3[CH2:52][CH2:51][NH:50][CH2:49][CH2:48][C:47]=3[N:53]=2)=[CH:40][CH:39]=1.C(N(CC)CC)C.[C:61](O)(=[O:68])[C:62]1[CH:67]=[CH:66][N:65]=[CH:64][CH:63]=1. The catalyst is CN(C)C=O. The product is [C:61]([N:50]1[CH2:51][CH2:52][C:46]2[S:45][C:44]([C:41]3[CH:40]=[CH:39][C:38]([O:37][CH2:36][CH2:35][CH2:34][N:30]4[CH2:31][CH2:32][CH2:33][CH:29]4[CH3:28])=[CH:43][CH:42]=3)=[N:53][C:47]=2[CH2:48][CH2:49]1)(=[O:68])[C:62]1[CH:67]=[CH:66][N:65]=[CH:64][CH:63]=1. The yield is 0.420.